This data is from Catalyst prediction with 721,799 reactions and 888 catalyst types from USPTO. The task is: Predict which catalyst facilitates the given reaction. (1) Reactant: [CH2:1]([N:8]1[CH2:14][CH:13]2[C:15](=O)[CH:10]([CH2:11][O:12]2)[CH2:9]1)[C:2]1[CH:7]=[CH:6][CH:5]=[CH:4][CH:3]=1.Cl.[NH2:18][OH:19].N1C=CC=CC=1. Product: [CH2:1]([N:8]1[CH2:14][CH:13]2[C:15](=[N:18][OH:19])[CH:10]([CH2:11][O:12]2)[CH2:9]1)[C:2]1[CH:7]=[CH:6][CH:5]=[CH:4][CH:3]=1. The catalyst class is: 8. (2) Reactant: [Cl:1][C:2]1[CH:11]=[C:10]([C:12]2[N:17]=[C:16]3[N:18]([CH2:21][C:22]4[CH:23]=[C:24]5[C:29](=[CH:30][C:31]=4[F:32])[N:28]=[CH:27][CH:26]=[CH:25]5)[N:19]=[N:20][C:15]3=[CH:14][CH:13]=2)[CH:9]=[CH:8][C:3]=1[C:4]([O:6]C)=[O:5].[OH-].[Li+].C1COCC1.Cl. Product: [Cl:1][C:2]1[CH:11]=[C:10]([C:12]2[N:17]=[C:16]3[N:18]([CH2:21][C:22]4[CH:23]=[C:24]5[C:29](=[CH:30][C:31]=4[F:32])[N:28]=[CH:27][CH:26]=[CH:25]5)[N:19]=[N:20][C:15]3=[CH:14][CH:13]=2)[CH:9]=[CH:8][C:3]=1[C:4]([OH:6])=[O:5]. The catalyst class is: 24. (3) Reactant: [Cl:1][C:2]1[CH:3]=[CH:4][N:5]2[CH:10]=[C:9]([CH3:11])[NH:8][C:7](=[O:12])[C:6]=12.[F:13][C:14]1[CH:15]=[C:16](B(O)O)[CH:17]=[CH:18][CH:19]=1.N1C=CC=CC=1. Product: [Cl:1][C:2]1[CH:3]=[CH:4][N:5]2[CH:10]=[C:9]([CH3:11])[N:8]([C:18]3[CH:17]=[CH:16][CH:15]=[C:14]([F:13])[CH:19]=3)[C:7](=[O:12])[C:6]=12. The catalyst class is: 749. (4) Reactant: [NH:1]1[CH:5]=[CH:4][N:3]=[C:2]1[C:6]1[C:15]2[C:10](=[CH:11][CH:12]=[CH:13][CH:14]=2)[N:9]([S:16]([C:19]2[CH:24]=[CH:23][C:22]([CH3:25])=[CH:21][CH:20]=2)(=[O:18])=[O:17])[CH2:8][CH:7]=1.[H-].[Al+3].[Li+].[H-].[H-].[H-]. Product: [NH:1]1[CH:5]=[CH:4][N:3]=[C:2]1[CH:6]1[C:15]2[C:10](=[CH:11][CH:12]=[CH:13][CH:14]=2)[N:9]([S:16]([C:19]2[CH:20]=[CH:21][C:22]([CH3:25])=[CH:23][CH:24]=2)(=[O:18])=[O:17])[CH2:8][CH2:7]1. The catalyst class is: 7.